Predict which catalyst facilitates the given reaction. From a dataset of Catalyst prediction with 721,799 reactions and 888 catalyst types from USPTO. Reactant: [C:1]([O:7][CH3:8])(=[O:6])[CH2:2][C:3]([CH3:5])=O.C([O-])(=O)C.[NH4+:13]. Product: [C:1]([OH:7])(=[O:6])[CH3:2].[NH2:13][C@H:3]([CH3:5])[CH2:2][C:1]([O:7][CH3:8])=[O:6]. The catalyst class is: 5.